Task: Predict the product of the given reaction.. Dataset: Forward reaction prediction with 1.9M reactions from USPTO patents (1976-2016) (1) The product is: [F:1][C:2]1[CH:48]=[CH:47][C:5]([CH2:6][N:7]2[C:16](=[O:17])[C:15]([C:18]3[NH:23][C:22]4[CH:24]=[CH:25][C:26]([NH:28][S:29]([NH2:32])(=[O:31])=[O:30])=[CH:27][C:21]=4[S:20](=[O:43])(=[O:44])[N:19]=3)=[C:14]([OH:45])[C@H:13]3[C@@H:8]2[C@H:9]2[CH2:46][C@@H:12]3[CH2:11][CH2:10]2)=[CH:4][CH:3]=1. Given the reactants [F:1][C:2]1[CH:48]=[CH:47][C:5]([CH2:6][N:7]2[C:16](=[O:17])[C:15]([C:18]3[NH:23][C:22]4[CH:24]=[CH:25][C:26]([NH:28][S:29]([NH:32]C(=O)OCC5C=CC=CC=5)(=[O:31])=[O:30])=[CH:27][C:21]=4[S:20](=[O:44])(=[O:43])[N:19]=3)=[C:14]([OH:45])[C@H:13]3[C@@H:8]2[C@H:9]2[CH2:46][C@@H:12]3[CH2:11][CH2:10]2)=[CH:4][CH:3]=1, predict the reaction product. (2) Given the reactants [Br:1][C:2]1[C:3](Cl)=[CH:4][C:5]([NH:8][C:9](=[O:14])[C:10]([CH3:13])([CH3:12])[CH3:11])=[N:6][CH:7]=1.[NH2:16][CH:17]1[CH2:22][CH2:21][N:20]([C:23](OCC2C=CC=CC=2)=O)[CH2:19][CH2:18]1.C(N(CC)CC)C, predict the reaction product. The product is: [Br:1][C:2]1[C:3]([NH:16][CH:17]2[CH2:22][CH2:21][N:20]([CH3:23])[CH2:19][CH2:18]2)=[CH:4][C:5]([NH:8][C:9](=[O:14])[C:10]([CH3:13])([CH3:12])[CH3:11])=[N:6][CH:7]=1. (3) Given the reactants [F:1][C:2]1[CH:7]=[CH:6][C:5]([N:8]2[C:16]3[C:11](=[CH:12][C:13]([O:17][C@@H:18]([C:22]4[CH:27]=[CH:26][CH:25]=[CH:24][CH:23]=4)[C@H:19]([NH2:21])[CH3:20])=[CH:14][CH:15]=3)[CH:10]=[N:9]2)=[CH:4][CH:3]=1.[C:28](OC(=O)C)(=[O:30])[CH3:29], predict the reaction product. The product is: [F:1][C:2]1[CH:3]=[CH:4][C:5]([N:8]2[C:16]3[C:11](=[CH:12][C:13]([O:17][C@H:18]([C:22]4[CH:23]=[CH:24][CH:25]=[CH:26][CH:27]=4)[C@@H:19]([NH:21][C:28](=[O:30])[CH3:29])[CH3:20])=[CH:14][CH:15]=3)[CH:10]=[N:9]2)=[CH:6][CH:7]=1. (4) Given the reactants [N:1](=[CH:19]/[C:20]1[C:25]([OH:26])=[CH:24][C:23]([O:27][CH2:28][CH2:29][CH2:30][CH2:31][CH2:32][CH2:33]Br)=[CH:22][CH:21]=1)\[N:2]=[CH:3]\[C:4]1[C:9]([OH:10])=[CH:8][C:7]([O:11][CH2:12][CH2:13][CH2:14][CH2:15][CH2:16][CH2:17][Br:18])=[CH:6][CH:5]=1.[N:35]1[CH:40]=[CH:39][CH:38]=[CH:37][CH:36]=1, predict the reaction product. The product is: [Br-:18].[N:1](=[CH:19]/[C:20]1[CH:21]=[CH:22][C:23]([O:27][CH2:28][CH2:29][CH2:30][CH2:31][CH2:32][CH2:33][N+:35]2[CH:40]=[CH:39][CH:38]=[CH:37][CH:36]=2)=[CH:24][C:25]=1[OH:26])\[N:2]=[CH:3]\[C:4]1[CH:5]=[CH:6][C:7]([O:11][CH2:12][CH2:13][CH2:14][CH2:15][CH2:16][CH2:17][N+:35]2[CH:40]=[CH:39][CH:38]=[CH:37][CH:36]=2)=[CH:8][C:9]=1[OH:10].[Br-:18]. (5) Given the reactants CN(C)[CH:3]=[CH:4][C:5]([C:7]1[C:12](=[O:13])[C:11]([O:14][CH3:15])=[CH:10][N:9]([C:16]2[CH:21]=[CH:20][C:19]([N:22]3[CH:26]=[CH:25][CH:24]=[N:23]3)=[CH:18][C:17]=2[O:27][CH3:28])[N:8]=1)=O.Cl.[Cl:31][C:32]1[CH:33]=[C:34]([NH:38][NH2:39])[CH:35]=[CH:36][CH:37]=1.C(O)(C(F)(F)F)=O, predict the reaction product. The product is: [Cl:31][C:32]1[CH:33]=[C:34]([N:38]2[C:5]([C:7]3[C:12](=[O:13])[C:11]([O:14][CH3:15])=[CH:10][N:9]([C:16]4[CH:21]=[CH:20][C:19]([N:22]5[CH:26]=[CH:25][CH:24]=[N:23]5)=[CH:18][C:17]=4[O:27][CH3:28])[N:8]=3)=[CH:4][CH:3]=[N:39]2)[CH:35]=[CH:36][CH:37]=1. (6) The product is: [NH2:29][C:21]([C:19]1[O:20][C:16]2[CH:15]=[CH:14][C:13]([C:10]3[N:9]=[C:8]([C:5]4[CH:6]=[CH:7][C:2]([Br:1])=[C:3]([Cl:38])[CH:4]=4)[O:12][N:11]=3)=[CH:37][C:17]=2[CH:18]=1)([CH2:22][OH:23])[CH2:26][OH:25]. Given the reactants [Br:1][C:2]1[CH:7]=[CH:6][C:5]([C:8]2[O:12][N:11]=[C:10]([C:13]3[CH:14]=[CH:15][C:16]4[O:20][C:19]([C:21]5([NH:29]C(=O)OC(C)(C)C)[CH2:26][O:25]C(C)(C)[O:23][CH2:22]5)=[CH:18][C:17]=4[CH:37]=3)[N:9]=2)=[CH:4][C:3]=1[Cl:38].ClC1C=C(C2ON=C(C3C=CC4OC(C5(NC(=O)OC(C)(C)C)COC(C)(C)OC5)=CC=4C=3)N=2)C=CC=1OCCC, predict the reaction product.